From a dataset of Forward reaction prediction with 1.9M reactions from USPTO patents (1976-2016). Predict the product of the given reaction. (1) Given the reactants [NH2:1][C:2]1[CH:16]=[CH:15][C:5]([O:6][C:7]2[CH:8]=[C:9]([CH:12]=[CH:13][CH:14]=2)[C:10]#[N:11])=[C:4]([Cl:17])[CH:3]=1.C([O:22][C:23](=O)[NH:24][CH2:25][CH2:26][N:27]1[C:35]2[C:34](Cl)=[N:33][CH:32]=[N:31][C:30]=2[CH:29]=[CH:28]1)(C)(C)C.Cl.C(OCC)(=O)C.[CH3:45][S:46]([CH2:49]C(O)=O)(=[O:48])=[O:47].Cl.C(N=C=NCCCN(C)C)C.ON1C2C=CC=CC=2N=N1, predict the reaction product. The product is: [Cl:17][C:4]1[CH:3]=[C:2]([NH:1][C:34]2[C:35]3[N:27]([CH2:26][CH2:25][NH:24][C:23](=[O:22])[CH2:45][S:46]([CH3:49])(=[O:48])=[O:47])[CH:28]=[CH:29][C:30]=3[N:31]=[CH:32][N:33]=2)[CH:16]=[CH:15][C:5]=1[O:6][C:7]1[CH:14]=[CH:13][CH:12]=[C:9]([C:10]#[N:11])[CH:8]=1. (2) Given the reactants [CH:1]([O:4][C:5]1[CH:10]=[CH:9][C:8]([C:11]([N:13]2[CH2:18][CH2:17][C:16]3([O:23][C:22]([C:24]4[CH:25]=[N:26][CH:27]=[CH:28][CH:29]=4)=[CH:21][CH:20]([O:30][CH:31]([CH3:33])[CH3:32])[CH2:19]3)[CH2:15][CH2:14]2)=[O:12])=[CH:7][C:6]=1[CH3:34])([CH3:3])[CH3:2], predict the reaction product. The product is: [CH:1]([O:4][C:5]1[CH:10]=[CH:9][C:8]([C:11]([N:13]2[CH2:18][CH2:17][C:16]3([O:23][C@H:22]([C:24]4[CH:25]=[N:26][CH:27]=[CH:28][CH:29]=4)[CH2:21][C@H:20]([O:30][CH:31]([CH3:33])[CH3:32])[CH2:19]3)[CH2:15][CH2:14]2)=[O:12])=[CH:7][C:6]=1[CH3:34])([CH3:3])[CH3:2]. (3) Given the reactants [Br:1][C:2]1[CH:3]=[N:4][C:5]2[C:6]3[N:14]([CH2:15][C:16]4([OH:21])[CH2:20][CH2:19][CH2:18][CH2:17]4)[C:13]([CH2:22][O:23][CH2:24][CH3:25])=[N:12][C:7]=3[CH:8]=[N:9][C:10]=2[CH:11]=1.C1C=C(Cl)C=C(C(OO)=O)C=1.[OH-].[NH4+:38].C1(C)C=CC(S(Cl)(=O)=O)=CC=1, predict the reaction product. The product is: [NH2:38][C:8]1[C:7]2[N:12]=[C:13]([CH2:22][O:23][CH2:24][CH3:25])[N:14]([CH2:15][C:16]3([OH:21])[CH2:20][CH2:19][CH2:18][CH2:17]3)[C:6]=2[C:5]2[N:4]=[CH:3][C:2]([Br:1])=[CH:11][C:10]=2[N:9]=1. (4) Given the reactants Cl[CH2:2][C:3]([NH:5][CH2:6][C@H:7]1[C@H:13]([C:14]2[CH:19]=[CH:18][C:17]([Cl:20])=[C:16]([F:21])[CH:15]=2)[O:12][CH2:11][CH2:10][N:9]([C:22]([O:24][C:25]([CH3:28])([CH3:27])[CH3:26])=[O:23])[CH2:8]1)=[O:4].Cl.[F:30][C:31]1([F:37])[CH2:36][CH2:35][NH:34][CH2:33][CH2:32]1.[I-].[K+].C(=O)([O-])[O-].[K+].[K+], predict the reaction product. The product is: [Cl:20][C:17]1[CH:18]=[CH:19][C:14]([C@@H:13]2[O:12][CH2:11][CH2:10][N:9]([C:22]([O:24][C:25]([CH3:26])([CH3:27])[CH3:28])=[O:23])[CH2:8][C@H:7]2[CH2:6][NH:5][C:3](=[O:4])[CH2:2][N:34]2[CH2:35][CH2:36][C:31]([F:37])([F:30])[CH2:32][CH2:33]2)=[CH:15][C:16]=1[F:21]. (5) The product is: [Cl:22][C:23]1[CH:24]=[CH:25][C:26]([C@@H:29]2[C@:31]3([C:39]4[C:34](=[CH:35][CH:36]=[CH:37][CH:38]=4)[N:33]([C:16]4[CH:17]=[CH:18][CH:19]=[C:14]([C:13]([N:8]5[CH2:9][CH2:10][N:5]([S:2]([CH3:1])(=[O:4])=[O:3])[CH2:6][CH2:7]5)=[O:21])[CH:15]=4)[C:32]3=[O:40])[CH2:30]2)=[CH:27][CH:28]=1. Given the reactants [CH3:1][S:2]([N:5]1[CH2:10][CH2:9][NH:8][CH2:7][CH2:6]1)(=[O:4])=[O:3].CO[C:13](=[O:21])[C:14]1[CH:19]=[CH:18][CH:17]=[C:16](I)[CH:15]=1.[Cl:22][C:23]1[CH:28]=[CH:27][C:26]([C@H:29]2[C@@:31]3([C:39]4[C:34](=[CH:35][CH:36]=[CH:37][CH:38]=4)[NH:33][C:32]3=[O:40])[CH2:30]2)=[CH:25][CH:24]=1, predict the reaction product. (6) Given the reactants [CH2:1]([C:5]([CH3:28])([CH2:11][C:12]1[CH:17]=[CH:16][C:15]([O:18][CH2:19][CH2:20][O:21]C2CCCCO2)=[CH:14][CH:13]=1)[C:6]([O:8][CH2:9][CH3:10])=[O:7])[CH2:2][CH2:3][CH3:4].O.C1(C)C=CC(S(O)(=O)=O)=CC=1, predict the reaction product. The product is: [CH2:1]([C:5]([CH3:28])([CH2:11][C:12]1[CH:17]=[CH:16][C:15]([O:18][CH2:19][CH2:20][OH:21])=[CH:14][CH:13]=1)[C:6]([O:8][CH2:9][CH3:10])=[O:7])[CH2:2][CH2:3][CH3:4]. (7) Given the reactants [CH:1]([C:4]1[C:8]([CH2:9][CH2:10][C:11]([O:13][CH2:14][CH3:15])=[O:12])=[CH:7][NH:6][N:5]=1)([CH3:3])[CH3:2].Cl[C:17]1[CH:22]=[CH:21][CH:20]=[C:19]([C:23]([F:26])([F:25])[F:24])[N:18]=1.[H-].[Na+].Cl, predict the reaction product. The product is: [CH:1]([C:4]1[C:8]([CH2:9][CH2:10][C:11]([O:13][CH2:14][CH3:15])=[O:12])=[CH:7][N:6]([C:17]2[CH:22]=[CH:21][CH:20]=[C:19]([C:23]([F:26])([F:25])[F:24])[N:18]=2)[N:5]=1)([CH3:3])[CH3:2]. (8) Given the reactants [CH3:1][CH:2]([Si:4]([CH:24]([CH3:26])[CH3:25])([CH:21]([CH3:23])[CH3:22])[O:5][CH2:6][C:7]#[C:8][C:9]1[N:17]2[C:12]([CH:13]=[CH:14][CH:15]=[CH:16]2)=[CH:11][C:10]=1[CH:18]([NH2:20])[CH3:19])[CH3:3].[NH2:27][C:28]1[C:33]([C:34]#[N:35])=[C:32](Cl)[N:31]=[CH:30][N:29]=1, predict the reaction product. The product is: [NH2:27][C:28]1[C:33]([C:34]#[N:35])=[C:32]([NH:20][CH:18]([C:10]2[CH:11]=[C:12]3[N:17]([C:9]=2[C:8]#[C:7][CH2:6][O:5][Si:4]([CH:21]([CH3:23])[CH3:22])([CH:2]([CH3:1])[CH3:3])[CH:24]([CH3:26])[CH3:25])[CH:16]=[CH:15][CH:14]=[CH:13]3)[CH3:19])[N:31]=[CH:30][N:29]=1. (9) Given the reactants [CH3:1][O:2][C:3]([C:5]1([C:10]([OH:12])=O)[CH2:9][CH2:8][CH2:7][CH2:6]1)=[O:4].C1C=CC2N(O)N=NC=2C=1.C(Cl)CCl.[CH3:27][CH:28]([CH3:32])[CH2:29][CH2:30][NH2:31], predict the reaction product. The product is: [CH3:27][CH:28]([CH3:32])[CH2:29][CH2:30][NH:31][C:10]([C:5]1([C:3]([O:2][CH3:1])=[O:4])[CH2:6][CH2:7][CH2:8][CH2:9]1)=[O:12]. (10) Given the reactants Br[C:2]1[N:7]=[C:6]2[N:8]([CH2:11][C:12]3[CH:17]=[CH:16][CH:15]=[C:14]([C:18]4[N:23]=[CH:22][C:21]([Br:24])=[CH:20][N:19]=4)[CH:13]=3)[N:9]=[N:10][C:5]2=[N:4][CH:3]=1.[CH3:25][N:26]1[CH:30]=[C:29](B2OC(C)(C)C(C)(C)O2)[CH:28]=[N:27]1.C(=O)([O-])[O-].[Na+].[Na+].O, predict the reaction product. The product is: [Br:24][C:21]1[CH:20]=[N:19][C:18]([C:14]2[CH:13]=[C:12]([CH:17]=[CH:16][CH:15]=2)[CH2:11][N:8]2[C:6]3=[N:7][C:2]([C:29]4[CH:28]=[N:27][N:26]([CH3:25])[CH:30]=4)=[CH:3][N:4]=[C:5]3[N:10]=[N:9]2)=[N:23][CH:22]=1.